Dataset: Full USPTO retrosynthesis dataset with 1.9M reactions from patents (1976-2016). Task: Predict the reactants needed to synthesize the given product. Given the product [CH3:24][O:23][C:21]([C:19]1[N:20]=[C:16]([C:2]#[C:1][C:3]2[C:4]([C:9]3[CH:14]=[CH:13][CH:12]=[CH:11][CH:10]=3)=[N:5][O:6][C:7]=2[CH3:8])[S:17][CH:18]=1)=[O:22], predict the reactants needed to synthesize it. The reactants are: [C:1]([C:3]1[C:4]([C:9]2[CH:14]=[CH:13][CH:12]=[CH:11][CH:10]=2)=[N:5][O:6][C:7]=1[CH3:8])#[CH:2].Br[C:16]1[S:17][CH:18]=[C:19]([C:21]([O:23][CH3:24])=[O:22])[N:20]=1.